Dataset: Full USPTO retrosynthesis dataset with 1.9M reactions from patents (1976-2016). Task: Predict the reactants needed to synthesize the given product. (1) Given the product [S:10]1[C:14]2[CH:15]=[CH:16][CH:17]=[CH:18][C:13]=2[N:12]=[C:11]1[C:19]1([C:20]#[N:21])[CH2:8][CH2:7][CH2:6][CH2:5][CH2:4]1, predict the reactants needed to synthesize it. The reactants are: [H-].[Na+].Br[CH2:4][CH2:5][CH2:6][CH2:7][CH2:8]Br.[S:10]1[C:14]2[CH:15]=[CH:16][CH:17]=[CH:18][C:13]=2[N:12]=[C:11]1[CH2:19][C:20]#[N:21]. (2) Given the product [F:1][C:2]([C:5]1[CH:10]=[CH:9][C:8]([C@:28]2([OH:34])[C:29]3[N:30]([CH:31]=[N:32][CH:33]=3)[C@@H:26]([C:25]3[CH:24]=[CH:23][C:20]([C:21]#[N:22])=[CH:19][C:18]=3[F:17])[CH2:27]2)=[CH:7][CH:6]=1)([F:4])[CH3:3], predict the reactants needed to synthesize it. The reactants are: [F:1][C:2]([C:5]1[CH:10]=[CH:9][C:8](I)=[CH:7][CH:6]=1)([F:4])[CH3:3].C([Mg]Cl)(C)C.[F:17][C:18]1[CH:19]=[C:20]([CH:23]=[CH:24][C:25]=1[C@@H:26]1[N:30]2[CH:31]=[N:32][CH:33]=[C:29]2[C:28](=[O:34])[CH2:27]1)[C:21]#[N:22]. (3) The reactants are: CN(C=O)C.[OH:6][C:7]1[CH:12]=[CH:11][C:10]([O:13][CH3:14])=[CH:9][C:8]=1[C:15](=O)[CH3:16].C(=O)([O-])[O-].[Cs+].[Cs+].Br[CH2:25][C:26](=[O:31])[C:27]([CH3:30])([CH3:29])[CH3:28]. Given the product [CH3:14][O:13][C:10]1[CH:11]=[CH:12][C:7]2[O:6][C:25]([C:26](=[O:31])[C:27]([CH3:30])([CH3:29])[CH3:28])=[C:15]([CH3:16])[C:8]=2[CH:9]=1, predict the reactants needed to synthesize it. (4) Given the product [NH2:31][C:2]1[C:7]([N+:8]([O-:10])=[O:9])=[C:6]([NH:11][CH:12]2[CH2:18][CH2:17][CH2:16][N:15]([C:19]([O:21][C:22]([CH3:25])([CH3:24])[CH3:23])=[O:20])[CH2:14][CH2:13]2)[C:5]([C:26]([O:28][CH2:29][CH3:30])=[O:27])=[CH:4][N:3]=1, predict the reactants needed to synthesize it. The reactants are: Cl[C:2]1[C:7]([N+:8]([O-:10])=[O:9])=[C:6]([NH:11][CH:12]2[CH2:18][CH2:17][CH2:16][N:15]([C:19]([O:21][C:22]([CH3:25])([CH3:24])[CH3:23])=[O:20])[CH2:14][CH2:13]2)[C:5]([C:26]([O:28][CH2:29][CH3:30])=[O:27])=[CH:4][N:3]=1.[NH3:31].CCO. (5) Given the product [OH:23][CH2:22][C:18]1([CH3:21])[CH2:19][CH2:20][C:15]([C:12]2[CH:11]=[CH:10][C:9]([OH:8])=[CH:14][CH:13]=2)=[CH:16][CH2:17]1, predict the reactants needed to synthesize it. The reactants are: C([O:8][C:9]1[CH:14]=[CH:13][C:12]([C:15]2[CH2:20][CH2:19][C:18]([CH2:22][OH:23])([CH3:21])[CH2:17][CH:16]=2)=[CH:11][CH:10]=1)C1C=CC=CC=1.B(Cl)(Cl)Cl. (6) Given the product [F:11][C:10]([F:12])([F:13])[C:9]1[CH:8]=[CH:7][C:6]([C:14]([F:17])([F:16])[F:15])=[C:5]([NH2:18])[C:4]=1[NH2:1], predict the reactants needed to synthesize it. The reactants are: [N+:1]([C:4]1[C:9]([C:10]([F:13])([F:12])[F:11])=[CH:8][CH:7]=[C:6]([C:14]([F:17])([F:16])[F:15])[C:5]=1[NH2:18])([O-])=O.Cl[Sn]Cl.O. (7) Given the product [Br:14][C:11]1[CH:12]=[CH:13][C:8]([O:19][CH2:18][CH2:17][N:16]([CH3:20])[CH3:15])=[N:9][CH:10]=1, predict the reactants needed to synthesize it. The reactants are: CC(C)([O-])C.[K+].Br[C:8]1[CH:13]=[CH:12][C:11]([Br:14])=[CH:10][N:9]=1.[CH3:15][N:16]([CH3:20])[CH2:17][CH2:18][OH:19]. (8) Given the product [CH3:1][CH:15]1[N:14]2[CH:21]=[N:22][C:23]3[CH:24]([CH2:25][C:26]([OH:28])=[O:27])[C:10](=[O:9])[CH:11]=[C:12]([C:13]=32)[NH:19][CH2:18][CH2:17][C:16]1=[O:20], predict the reactants needed to synthesize it. The reactants are: [C:1](=O)([O-])[O-].[Cs+].[Cs+].IC.[O:9]=[C:10]1[CH:24]([CH2:25][C:26]([O:28]C(C)(C)C)=[O:27])[C:23]2[N:22]=[CH:21][N:14]3[CH2:15][C:16](=[O:20])[CH2:17][CH2:18][NH:19][C:12]([C:13]=23)=[CH:11]1. (9) Given the product [C:12]([Si:16]([O:10][C:8]1[CH:9]=[C:4]([O:3][CH2:1][CH3:2])[CH:5]=[CH:6][C:7]=1[F:11])([CH3:19])[CH3:18])([CH3:15])([CH3:14])[CH3:13], predict the reactants needed to synthesize it. The reactants are: [CH2:1]([O:3][C:4]1[CH:5]=[CH:6][C:7]([F:11])=[C:8]([OH:10])[CH:9]=1)[CH3:2].[C:12]([Si:16]([CH3:19])([CH3:18])Cl)([CH3:15])([CH3:14])[CH3:13].N1C=CN=C1.O. (10) Given the product [Cl:1][C:2]1[CH:3]=[C:4]([CH:19]=[CH:20][CH:21]=1)[CH2:5][O:6][C:7]1[CH:16]=[CH:15][C:14]2[C:9](=[CH:10][CH:11]=[CH:12][CH:13]=2)[C:8]=1[CH2:17][N:36]1[CH2:37][CH2:38][CH:33]([C:29]2[CH:28]=[C:27]([NH:26][C:24](=[O:25])[CH:23]([CH3:22])[CH3:39])[CH:32]=[CH:31][CH:30]=2)[CH2:34][CH2:35]1, predict the reactants needed to synthesize it. The reactants are: [Cl:1][C:2]1[CH:3]=[C:4]([CH:19]=[CH:20][CH:21]=1)[CH2:5][O:6][C:7]1[CH:16]=[CH:15][C:14]2[C:9](=[CH:10][CH:11]=[CH:12][CH:13]=2)[C:8]=1[CH:17]=O.[CH3:22][CH:23]([CH3:39])[C:24]([NH:26][C:27]1[CH:32]=[CH:31][CH:30]=[C:29]([CH:33]2[CH2:38][CH2:37][NH:36][CH2:35][CH2:34]2)[CH:28]=1)=[O:25].